Dataset: Merck oncology drug combination screen with 23,052 pairs across 39 cell lines. Task: Regression. Given two drug SMILES strings and cell line genomic features, predict the synergy score measuring deviation from expected non-interaction effect. (1) Drug 1: NC(=O)c1cccc2cn(-c3ccc(C4CCCNC4)cc3)nc12. Drug 2: CC1(c2nc3c(C(N)=O)cccc3[nH]2)CCCN1. Cell line: KPL1. Synergy scores: synergy=-2.92. (2) Synergy scores: synergy=5.04. Cell line: LNCAP. Drug 1: O=c1[nH]cc(F)c(=O)[nH]1. Drug 2: N#Cc1ccc(Cn2cncc2CN2CCN(c3cccc(Cl)c3)C(=O)C2)cc1.